Dataset: Forward reaction prediction with 1.9M reactions from USPTO patents (1976-2016). Task: Predict the product of the given reaction. (1) Given the reactants [F:1][C:2]1[CH:7]=[CH:6][C:5]([C:8]2[N:15]3[C:11]([S:12][CH2:13][CH2:14]3)=[C:10](C(O)=O)[C:9]=2[C:19]2[CH:24]=[CH:23][N:22]=[CH:21][CH:20]=2)=[CH:4][CH:3]=1, predict the reaction product. The product is: [F:1][C:2]1[CH:3]=[CH:4][C:5]([C:8]2[N:15]3[C:11]([S:12][CH2:13][CH2:14]3)=[CH:10][C:9]=2[C:19]2[CH:24]=[CH:23][N:22]=[CH:21][CH:20]=2)=[CH:6][CH:7]=1. (2) The product is: [Cl:1][C:2]1[CH:3]=[CH:4][C:5]([CH:8]2[NH:19][C:26]([C:25]3[CH:31]=[CH:32][C:33]([O:35][CH3:36])=[CH:34][C:24]=3[O:23][CH2:21][CH3:22])=[N:18][CH:9]2[CH2:10][CH2:11][CH:12]2[CH2:17][CH2:16][CH2:15][CH2:14][CH2:13]2)=[CH:6][CH:7]=1. Given the reactants [Cl:1][C:2]1[CH:7]=[CH:6][C:5]([CH:8]([NH2:19])[CH:9]([NH2:18])[CH2:10][CH2:11][CH:12]2[CH2:17][CH2:16][CH2:15][CH2:14][CH2:13]2)=[CH:4][CH:3]=1.Cl.[CH2:21]([O:23][C:24]1[CH:34]=[C:33]([O:35][CH3:36])[CH:32]=[CH:31][C:25]=1[C:26](=N)OCC)[CH3:22].ClC1C=CC(C2NC(C3C=CC(OC)=CC=3OCC)=NC2CC2CCCC2)=CC=1, predict the reaction product.